From a dataset of Experimentally validated miRNA-target interactions with 360,000+ pairs, plus equal number of negative samples. Binary Classification. Given a miRNA mature sequence and a target amino acid sequence, predict their likelihood of interaction. (1) The miRNA is hsa-miR-433-3p with sequence AUCAUGAUGGGCUCCUCGGUGU. The protein sequence of the target gene is MRVLACLLAALVGIQAVERLRLADGPHGCAGRLEVWHGGRWGTVCDDGWDLRDAAVACRQLGCGGALAAPGGAFFGEGAGPVWLSELACRGNEGQLGLCHHRGWKAHICSHEEDAGVVCAGQRVANSRDDSTSPLDGAPWPGLLLELSPSTEEPLVTHAPRPAGNPQNASRKKSPRPKQAKSTRAPLLTTGAPRQERLRLVSGPHRCAGRLEVWHGGRWGTVCDDGWDLRDAAVACRELGCGGALAAPGGARFGPGAGPVWMDDVGCGGGEQALRDCPRSPWGRSNCDHSEDAGLVCTGP.... Result: 1 (interaction). (2) The miRNA is hsa-miR-122-5p with sequence UGGAGUGUGACAAUGGUGUUUG. The protein sequence of the target gene is MMATGTPESQARFGQSVKGLLTEKVTTCGTDVIALTKQVLKGSRSSELLGQAARNMVLQEDAILHSEDSLRKMAIITTHLQYQQEAIQKNVEQSSDLQDQLNHLLK. Result: 1 (interaction).